From a dataset of Full USPTO retrosynthesis dataset with 1.9M reactions from patents (1976-2016). Predict the reactants needed to synthesize the given product. (1) The reactants are: ClC1C(Cl)=CC=CC=1N1CCN([CH2:15][CH2:16][CH2:17][CH2:18][O:19][C:20]2[CH:29]=[CH:28][C:27]3[C:22](=[C:23]([OH:30])[CH:24]=[CH:25][CH:26]=3)[N:21]=2)CC1.[CH2:31]([O:33][C:34]1[C:35]([N:40]2[CH2:45][CH2:44][NH:43][CH2:42][CH2:41]2)=[N:36][CH:37]=[CH:38][CH:39]=1)[CH3:32]. Given the product [CH2:31]([O:33][C:34]1[C:35]([N:40]2[CH2:41][CH2:42][N:43]([CH2:15][CH2:16][CH2:17][CH2:18][O:19][C:20]3[CH:29]=[CH:28][C:27]4[C:22](=[C:23]([OH:30])[CH:24]=[CH:25][CH:26]=4)[N:21]=3)[CH2:44][CH2:45]2)=[N:36][CH:37]=[CH:38][CH:39]=1)[CH3:32], predict the reactants needed to synthesize it. (2) Given the product [N+:10]([C:6]1[CH:7]=[CH:8][CH:9]=[C:2]([O:1][CH2:13][CH2:14][CH2:15][CH3:16])[C:3]=1[C:4]#[N:5])([O-:12])=[O:11], predict the reactants needed to synthesize it. The reactants are: [OH:1][C:2]1[CH:9]=[CH:8][CH:7]=[C:6]([N+:10]([O-:12])=[O:11])[C:3]=1[C:4]#[N:5].[CH2:13](Br)[CH2:14][CH2:15][CH3:16]. (3) The reactants are: N[C:2]([CH2:6][O:7][C:8]1[CH:13]=[CH:12][C:11]([Cl:14])=[CH:10][CH:9]=1)([CH3:5])[C:3]#[N:4].[Cl:15][C:16]1[CH:21]=[CH:20][C:19]([CH2:22][S:23](Cl)(=[O:25])=[O:24])=[CH:18][CH:17]=1.N1(C2CCCCCCC2)CCCCCCN1. Given the product [Cl:14][C:11]1[CH:12]=[CH:13][C:8]([O:7][CH2:6][C:2]([S:23]([CH2:22][C:19]2[CH:20]=[CH:21][C:16]([Cl:15])=[CH:17][CH:18]=2)(=[O:24])=[O:25])([CH3:5])[C:3]#[N:4])=[CH:9][CH:10]=1, predict the reactants needed to synthesize it.